Dataset: Forward reaction prediction with 1.9M reactions from USPTO patents (1976-2016). Task: Predict the product of the given reaction. Given the reactants [Br:1][C:2]1[CH:3]=[N:4][CH:5]=[C:6]([O:8][CH3:9])[CH:7]=1.[NH2:10][O:11][S:12]([C:15]1[C:20]([CH3:21])=[CH:19][C:18]([CH3:22])=[CH:17][C:16]=1[CH3:23])(=[O:14])=[O:13].CCOCC, predict the reaction product. The product is: [NH2:10][O:11][S:12]([C:15]1[C:20]([CH3:21])=[CH:19][C:18]([CH3:22])=[CH:17][C:16]=1[CH3:23])(=[O:13])=[O:14].[CH3:21][C:20]1[CH:19]=[C:18]([CH3:22])[CH:17]=[C:16]([CH3:23])[C:15]=1[S:12]([O-:14])(=[O:13])=[O:11].[NH2:10][N+:4]1[CH:5]=[C:6]([O:8][CH3:9])[CH:7]=[C:2]([Br:1])[CH:3]=1.